The task is: Predict the reaction yield, written as a fraction of the theoretical maximum amount of product (1.0 means a 100% yield; for example, 0.34 means a 34% yield).. This data is from Reaction yield outcomes from USPTO patents with 853,638 reactions. (1) The reactants are [C:1]([C:3]1[C:8](=[O:9])[N:7]([C:10]2[CH:15]=[CH:14][CH:13]=[CH:12][CH:11]=2)[C:6]([C:16]2[CH:21]=[CH:20][C:19]([O:22][CH2:23][CH3:24])=[CH:18][CH:17]=2)=[N:5][C:4]=1[S:25][CH3:26])#[N:2].[Cl:27][S:28](O)(=[O:30])=[O:29]. The catalyst is C(Cl)(Cl)Cl. The product is [C:1]([C:3]1[C:8](=[O:9])[N:7]([C:10]2[CH:11]=[CH:12][C:13]([S:28]([Cl:27])(=[O:30])=[O:29])=[CH:14][CH:15]=2)[C:6]([C:16]2[CH:17]=[CH:18][C:19]([O:22][CH2:23][CH3:24])=[CH:20][CH:21]=2)=[N:5][C:4]=1[S:25][CH3:26])#[N:2]. The yield is 0.629. (2) The reactants are [Al+3].[Cl-].[Cl-].[Cl-].[Cl:5][CH2:6][CH2:7][CH2:8][C:9](Cl)=[O:10].[CH3:12][O:13][N:14]([CH3:26])[C:15](=[O:25])[C:16]([CH3:24])([C:18]1[CH:23]=[CH:22][CH:21]=[CH:20][CH:19]=1)[CH3:17]. The catalyst is C(Cl)Cl. The product is [CH3:12][O:13][N:14]([CH3:26])[C:15](=[O:25])[C:16]([C:18]1[CH:23]=[CH:22][C:21]([C:9](=[O:10])[CH2:8][CH2:7][CH2:6][Cl:5])=[CH:20][CH:19]=1)([CH3:24])[CH3:17]. The yield is 0.630. (3) The reactants are [CH:1]12[CH2:8][CH2:7][CH:4]([CH2:5][CH2:6]1)[C:3](=[O:9])[NH:2]2.[H-].[Na+].Cl[C:13]1[CH:22]=[N:21][C:20]2[C:15](=[CH:16][C:17]([O:25][CH3:26])=[C:18]([O:23][CH3:24])[CH:19]=2)[N:14]=1. The catalyst is C1COCC1.CN(C=O)C. The product is [CH3:24][O:23][C:18]1[CH:19]=[C:20]2[C:15](=[CH:16][C:17]=1[O:25][CH3:26])[N:14]=[C:13]([N:2]1[C:3](=[O:9])[CH:4]3[CH2:7][CH2:8][CH:1]1[CH2:6][CH2:5]3)[CH:22]=[N:21]2. The yield is 0.230. (4) The reactants are CCCC[CH2:5][CH3:6].[H-].[Na+].[CH2:9]([C:13]1[NH:14][CH:15]=[CH:16][N:17]=1)[CH2:10][CH2:11][CH3:12].[CH3:18][Si:19](C)([CH3:25])[CH2:20]COCCl.CN(C)[CH:29]=[O:30]. No catalyst specified. The product is [CH2:9]([C:13]1[N:14]([Si:19]([CH3:25])([CH3:20])[CH3:18])[CH:15]=[C:16]([CH2:29][O:30][CH2:5][CH3:6])[N:17]=1)[CH2:10][CH2:11][CH3:12]. The yield is 0.960. (5) The reactants are [OH:1][C:2]1[CH:9]=[C:8]([O:10][CH3:11])[C:5]([CH:6]=O)=[C:4]([O:12][CH3:13])[CH:3]=1.[NH:14]1[CH2:19][CH2:18][CH2:17][CH2:16][CH2:15]1.C(O)(=O)C.C([BH3-])#N.[Na+]. The catalyst is CO. The product is [CH3:13][O:12][C:4]1[CH:3]=[C:2]([OH:1])[CH:9]=[C:8]([O:10][CH3:11])[C:5]=1[CH2:6][N:14]1[CH2:19][CH2:18][CH2:17][CH2:16][CH2:15]1. The yield is 0.530. (6) The reactants are [CH2:1]([NH:5][C:6](=[O:23])[C:7]1[CH:12]=[CH:11][C:10]([CH2:13][CH2:14][O:15][C:16]2[CH:21]=[CH:20][CH:19]=[C:18](Br)[CH:17]=2)=[CH:9][CH:8]=1)[CH:2]([CH3:4])[CH3:3].[CH3:24][Si:25]([C:28]#[CH:29])([CH3:27])[CH3:26].C(N(CC)CC)C.O. The yield is 0.860. The product is [CH2:1]([NH:5][C:6](=[O:23])[C:7]1[CH:12]=[CH:11][C:10]([CH2:13][CH2:14][O:15][C:16]2[CH:21]=[CH:20][CH:19]=[C:18]([C:29]#[C:28][Si:25]([CH3:27])([CH3:26])[CH3:24])[CH:17]=2)=[CH:9][CH:8]=1)[CH:2]([CH3:4])[CH3:3]. The catalyst is CN(C=O)C.[Cu]I.C1C=CC([P]([Pd]([P](C2C=CC=CC=2)(C2C=CC=CC=2)C2C=CC=CC=2)([P](C2C=CC=CC=2)(C2C=CC=CC=2)C2C=CC=CC=2)[P](C2C=CC=CC=2)(C2C=CC=CC=2)C2C=CC=CC=2)(C2C=CC=CC=2)C2C=CC=CC=2)=CC=1.